Dataset: Reaction yield outcomes from USPTO patents with 853,638 reactions. Task: Predict the reaction yield, written as a fraction of the theoretical maximum amount of product (1.0 means a 100% yield; for example, 0.34 means a 34% yield). (1) The reactants are CON(C)[C:4]([C:6]1[CH:11]=[CH:10][C:9]([C:12]2[CH:17]=[CH:16][C:15]([C:18]([F:21])([F:20])[F:19])=[CH:14][CH:13]=2)=[C:8]([CH3:22])[CH:7]=1)=[O:5].[CH2:24]([Mg]Br)[CH2:25][CH2:26][CH2:27][CH2:28][CH3:29].O.[Cl-].[Na+]. The catalyst is O1CCCC1.C(OCC)(=O)C. The product is [CH3:22][C:8]1[CH:7]=[C:6]([C:4](=[O:5])[CH2:24][CH2:25][CH2:26][CH2:27][CH2:28][CH3:29])[CH:11]=[CH:10][C:9]=1[C:12]1[CH:13]=[CH:14][C:15]([C:18]([F:20])([F:21])[F:19])=[CH:16][CH:17]=1. The yield is 0.830. (2) The reactants are [Br:1][C:2]1[N:3]([C:8]2[C:17]3[C:12](=[CH:13][CH:14]=[CH:15][CH:16]=3)[C:11]([CH:18]3[CH2:20][CH2:19]3)=[CH:10][CH:9]=2)[C:4]([SH:7])=[N:5][N:6]=1.Br[C:22]1([C:26]([O:28][CH2:29][CH3:30])=[O:27])[CH2:25][CH2:24][CH2:23]1.C(N(C(C)C)CC)(C)C. The catalyst is CN(C=O)C. The product is [Br:1][C:2]1[N:3]([C:8]2[C:17]3[C:12](=[CH:13][CH:14]=[CH:15][CH:16]=3)[C:11]([CH:18]3[CH2:20][CH2:19]3)=[CH:10][CH:9]=2)[C:4]([S:7][C:22]2([C:26]([O:28][CH2:29][CH3:30])=[O:27])[CH2:25][CH2:24][CH2:23]2)=[N:5][N:6]=1. The yield is 0.550. (3) The reactants are [Cl:1][C:2]1[C:7]([CH:8]=O)=[C:6](Cl)[CH:5]=[C:4]([Cl:11])[N:3]=1.O.[NH2:13][NH2:14]. The catalyst is COCCOC. The product is [Cl:1][C:2]1[C:7]2[CH:8]=[N:13][NH:14][C:6]=2[CH:5]=[C:4]([Cl:11])[N:3]=1. The yield is 0.220.